Task: Predict the reaction yield, written as a fraction of the theoretical maximum amount of product (1.0 means a 100% yield; for example, 0.34 means a 34% yield).. Dataset: Reaction yield outcomes from USPTO patents with 853,638 reactions (1) The reactants are Br[C:2]1[S:3][CH:4]=[C:5]([C:7]#[N:8])[N:6]=1.[C:9]1(B(O)O)[C:18]2[C:13](=[CH:14][CH:15]=[CH:16][CH:17]=2)[CH:12]=[CH:11][CH:10]=1.C(=O)([O-])[O-].[Na+].[Na+]. The catalyst is C(COC)OC.C1C=CC([P]([Pd]([P](C2C=CC=CC=2)(C2C=CC=CC=2)C2C=CC=CC=2)([P](C2C=CC=CC=2)(C2C=CC=CC=2)C2C=CC=CC=2)[P](C2C=CC=CC=2)(C2C=CC=CC=2)C2C=CC=CC=2)(C2C=CC=CC=2)C2C=CC=CC=2)=CC=1. The product is [C:17]1([C:2]2[S:3][CH:4]=[C:5]([C:7]#[N:8])[N:6]=2)[C:18]2[C:13](=[CH:12][CH:11]=[CH:10][CH:9]=2)[CH:14]=[CH:15][CH:16]=1. The yield is 0.660. (2) The reactants are [OH:1][C:2]1[CH:3]=[C:4]([CH:7]=[C:8]([CH:10]([CH3:12])[CH3:11])[CH:9]=1)[CH:5]=[O:6].[N:13]1([C:19](Cl)=[O:20])[CH2:18][CH2:17][O:16][CH2:15][CH2:14]1.CCN(CC)CC.C([O-])(O)=O.[Na+]. The catalyst is C(Cl)Cl. The product is [N:13]1([C:19]([O:1][C:2]2[CH:9]=[C:8]([CH:10]([CH3:12])[CH3:11])[CH:7]=[C:4]([CH:5]=[O:6])[CH:3]=2)=[O:20])[CH2:18][CH2:17][O:16][CH2:15][CH2:14]1. The yield is 0.240. (3) The reactants are [CH2:1]([CH:8]([C:19](=[O:28])[CH:20]=[CH:21][C:22]1[CH:27]=[CH:26][CH:25]=[CH:24][CH:23]=1)[C:9](=[O:18])[CH:10]=[CH:11][C:12]1[CH:17]=[CH:16][CH:15]=[CH:14][CH:13]=1)[C:2]1[CH:7]=[CH:6][CH:5]=[CH:4][CH:3]=1.CCCCCC. The catalyst is [Pd].C(OCC)(=O)C. The product is [CH2:1]([CH:8]([C:9](=[O:18])[CH2:10][CH2:11][C:12]1[CH:17]=[CH:16][CH:15]=[CH:14][CH:13]=1)[C:19](=[O:28])[CH2:20][CH2:21][C:22]1[CH:23]=[CH:24][CH:25]=[CH:26][CH:27]=1)[C:2]1[CH:3]=[CH:4][CH:5]=[CH:6][CH:7]=1. The yield is 0.690. (4) The reactants are C(OC([N:8]1[CH2:13][CH2:12][CH:11]([C:14]2[CH:19]=[CH:18][C:17]([O:20][C:21]([F:24])([F:23])[F:22])=[CH:16][CH:15]=2)[CH2:10][CH2:9]1)=O)(C)(C)C.Cl.CO. The catalyst is CO. The product is [F:24][C:21]([F:22])([F:23])[O:20][C:17]1[CH:18]=[CH:19][C:14]([CH:11]2[CH2:12][CH2:13][NH:8][CH2:9][CH2:10]2)=[CH:15][CH:16]=1. The yield is 1.00. (5) The product is [C:6](=[O:7])([O:8][C@:9]([C:38]1[CH:43]=[CH:42][C:41]([F:44])=[CH:40][C:39]=1[F:45])([CH2:32][N:33]1[CH:37]=[N:36][CH:35]=[N:34]1)[C@H:10]([S:12][C@@H:13]1[CH2:18][O:17][C@@H:16](/[CH:19]=[CH:20]/[CH:21]=[CH:22]/[C:23]2[CH:28]=[CH:27][C:26]([C:29]#[N:30])=[CH:25][C:24]=2[F:31])[O:15][CH2:14]1)[CH3:11])[O:66][CH2:65][CH2:64][O:63][Si:46]([C:59]([CH3:62])([CH3:61])[CH3:60])([C:53]1[CH:54]=[CH:55][CH:56]=[CH:57][CH:58]=1)[C:47]1[CH:52]=[CH:51][CH:50]=[CH:49][CH:48]=1. The catalyst is ClCCl.CC(C)([O-])C.[K+]. The reactants are N1([C:6]([O:8][C@:9]([C:38]2[CH:43]=[CH:42][C:41]([F:44])=[CH:40][C:39]=2[F:45])([CH2:32][N:33]2[CH:37]=[N:36][CH:35]=[N:34]2)[C@H:10]([S:12][C@@H:13]2[CH2:18][O:17][C@@H:16](/[CH:19]=[CH:20]/[CH:21]=[CH:22]/[C:23]3[CH:28]=[CH:27][C:26]([C:29]#[N:30])=[CH:25][C:24]=3[F:31])[O:15][CH2:14]2)[CH3:11])=[O:7])C=CN=C1.[Si:46]([O:63][CH2:64][CH2:65][OH:66])([C:59]([CH3:62])([CH3:61])[CH3:60])([C:53]1[CH:58]=[CH:57][CH:56]=[CH:55][CH:54]=1)[C:47]1[CH:52]=[CH:51][CH:50]=[CH:49][CH:48]=1.P([O-])([O-])([O-])=O. The yield is 0.730. (6) The reactants are [F:1][C:2]1[CH:3]=[CH:4][C:5]([NH:8][NH:9][C:10](=O)[C:11]([N:14]([CH3:16])[CH3:15])([CH3:13])[CH3:12])=[N:6][CH:7]=1.C1C=CC(P(C2C=CC=CC=2)C2C=CC=CC=2)=CC=1.CCN(CC)CC.ClC(Cl)(Cl)C(Cl)(Cl)Cl. The catalyst is C1COCC1. The product is [F:1][C:2]1[CH:3]=[CH:4][C:5]2[N:6]([C:10]([C:11]([N:14]([CH3:16])[CH3:15])([CH3:13])[CH3:12])=[N:9][N:8]=2)[CH:7]=1. The yield is 0.850. (7) The reactants are [CH2:1]([O:8][C:9]([NH:11][C@@H:12]([C:16]([OH:18])=O)[CH:13]([CH3:15])[CH3:14])=[O:10])[C:2]1[CH:7]=[CH:6][CH:5]=[CH:4][CH:3]=1.N1C(F)=NC(F)=NC=1[F:21]. The catalyst is ClCCl. The product is [CH2:1]([O:8][C:9](=[O:10])[NH:11][CH:12]([C:16]([F:21])=[O:18])[CH:13]([CH3:15])[CH3:14])[C:2]1[CH:7]=[CH:6][CH:5]=[CH:4][CH:3]=1. The yield is 0.876.